Dataset: Catalyst prediction with 721,799 reactions and 888 catalyst types from USPTO. Task: Predict which catalyst facilitates the given reaction. (1) The catalyst class is: 378. Reactant: P(O)(O)([O-])=O.[K+].P(O)([O-])([O-])=O.[K+].[K+].[O:14]=[C:15]1[CH2:20][CH2:19][CH:18]([C:21]([O:23][CH2:24][CH3:25])=[O:22])[CH2:17][CH2:16]1.Cl. Product: [OH:14][C@H:15]1[CH2:16][CH2:17][C@H:18]([C:21]([O:23][CH2:24][CH3:25])=[O:22])[CH2:19][CH2:20]1. (2) Reactant: [C:1]([O:5][C:6]([NH:8][CH2:9][CH2:10][C:11]1([OH:26])[CH2:15][CH2:14][CH2:13][CH:12]1[C:16]([O:18]CC1C=CC=CC=1)=[O:17])=[O:7])([CH3:4])([CH3:3])[CH3:2]. Product: [C:1]([O:5][C:6]([NH:8][CH2:9][CH2:10][C:11]1([OH:26])[CH2:15][CH2:14][CH2:13][CH:12]1[C:16]([OH:18])=[O:17])=[O:7])([CH3:4])([CH3:2])[CH3:3]. The catalyst class is: 19.